Dataset: Peptide-MHC class I binding affinity with 185,985 pairs from IEDB/IMGT. Task: Regression. Given a peptide amino acid sequence and an MHC pseudo amino acid sequence, predict their binding affinity value. This is MHC class I binding data. (1) The peptide sequence is LLYAAEMVEY. The MHC is HLA-A68:01 with pseudo-sequence HLA-A68:01. The binding affinity (normalized) is 0.793. (2) The peptide sequence is KTKIDIIFA. The MHC is HLA-A30:01 with pseudo-sequence HLA-A30:01. The binding affinity (normalized) is 0.786. (3) The peptide sequence is IVDCLTEMYY. The MHC is HLA-B14:02 with pseudo-sequence HLA-B14:02. The binding affinity (normalized) is 0.0847. (4) The peptide sequence is EVNAHIHTM. The MHC is HLA-A01:01 with pseudo-sequence HLA-A01:01. The binding affinity (normalized) is 0.0847. (5) The peptide sequence is PSPVKYRYLCL. The MHC is Mamu-A01 with pseudo-sequence Mamu-A01. The binding affinity (normalized) is 0.393. (6) The peptide sequence is QTEPKTSVV. The MHC is HLA-B46:01 with pseudo-sequence HLA-B46:01. The binding affinity (normalized) is 0.0847.